Dataset: Forward reaction prediction with 1.9M reactions from USPTO patents (1976-2016). Task: Predict the product of the given reaction. (1) Given the reactants C([NH:5][S:6]([C:9]1[S:10][C:11]([C:14]2[CH:19]=[CH:18][CH:17]=[C:16]([C:20]3[CH:25]=[C:24]([CH3:26])[CH:23]=[C:22]([C:27]4[CH:32]=[CH:31][C:30]([C:33]([F:36])([F:35])[F:34])=[CH:29][CH:28]=4)[N:21]=3)[CH:15]=2)=[CH:12][CH:13]=1)(=[O:8])=[O:7])(C)(C)C.C(O)(C(F)(F)F)=O, predict the reaction product. The product is: [CH3:26][C:24]1[CH:23]=[C:22]([C:27]2[CH:32]=[CH:31][C:30]([C:33]([F:36])([F:34])[F:35])=[CH:29][CH:28]=2)[N:21]=[C:20]([C:16]2[CH:15]=[C:14]([C:11]3[S:10][C:9]([S:6]([NH2:5])(=[O:8])=[O:7])=[CH:13][CH:12]=3)[CH:19]=[CH:18][CH:17]=2)[CH:25]=1. (2) The product is: [CH2:19]([N:26]1[C:9]([NH2:10])=[C:8]([C:5]2[CH:6]=[CH:7][C:2]([Br:1])=[C:3]([O:16][CH3:17])[CH:4]=2)[C:11]([CH:13]2[CH2:15][CH2:14]2)=[N:27]1)[C:20]1[CH:25]=[CH:24][CH:23]=[CH:22][CH:21]=1. Given the reactants [Br:1][C:2]1[CH:7]=[CH:6][C:5]([CH:8]([C:11]([CH:13]2[CH2:15][CH2:14]2)=O)[C:9]#[N:10])=[CH:4][C:3]=1[O:16][CH3:17].Cl.[CH2:19]([NH:26][NH2:27])[C:20]1[CH:25]=[CH:24][CH:23]=[CH:22][CH:21]=1.C(O)(=O)C, predict the reaction product. (3) Given the reactants F[C:2]1[C:3]([C:16]#[N:17])=[N:4][CH:5]=[C:6]([CH2:8][C:9]2[CH:14]=[CH:13][C:12]([F:15])=[CH:11][CH:10]=2)[CH:7]=1.[CH:18]1([NH2:21])[CH2:20][CH2:19]1, predict the reaction product. The product is: [CH:18]1([NH:21][C:2]2[C:3]([C:16]#[N:17])=[N:4][CH:5]=[C:6]([CH2:8][C:9]3[CH:14]=[CH:13][C:12]([F:15])=[CH:11][CH:10]=3)[CH:7]=2)[CH2:20][CH2:19]1. (4) Given the reactants [NH2:1][C:2]1[N:3]=[CH:4][C:5]([C:8]2[C:9]([F:19])=[C:10]([OH:18])[C:11]([CH:14]3[CH2:17][CH2:16][CH2:15]3)=[CH:12][CH:13]=2)=[N:6][CH:7]=1.Br[CH2:21][C:22]1[CH:27]=[CH:26][CH:25]=[CH:24][C:23]=1[Cl:28], predict the reaction product. The product is: [Cl:28][C:23]1[CH:24]=[CH:25][CH:26]=[CH:27][C:22]=1[CH2:21][O:18][C:10]1[C:9]([F:19])=[C:8]([C:5]2[N:6]=[CH:7][C:2]([NH2:1])=[N:3][CH:4]=2)[CH:13]=[CH:12][C:11]=1[CH:14]1[CH2:15][CH2:16][CH2:17]1. (5) Given the reactants Br[C:2]1[CH:3]=[C:4]([CH:6]=[CH:7][CH:8]=1)[NH2:5].C(O)C.C1(C)C=CC=CC=1.[N:19]1[CH:24]=[CH:23][CH:22]=[C:21](B(O)O)[CH:20]=1.C(=O)([O-])[O-].[Na+].[Na+], predict the reaction product. The product is: [N:19]1[CH:24]=[CH:23][CH:22]=[C:21]([C:2]2[CH:3]=[C:4]([NH2:5])[CH:6]=[CH:7][CH:8]=2)[CH:20]=1. (6) The product is: [OH2:2].[OH2:20].[N+:1]([C:4]1[CH:5]=[CH:6][C:7]2[O:11][C:10]3[C:25]4[C:17](=[C:18]([C:19]([OH:21])=[O:20])[CH:22]=[CH:23][CH:24]=4)[NH:15][C:9]=3[C:8]=2[CH:13]=1)([O-:3])=[O:2]. Given the reactants [N+:1]([C:4]1[CH:5]=[CH:6][C:7]2[O:11][CH2:10][C:9](=O)[C:8]=2[CH:13]=1)([O-:3])=[O:2].Cl.[NH:15]([C:17]1[CH:25]=[CH:24][CH:23]=[CH:22][C:18]=1[C:19]([OH:21])=[O:20])N, predict the reaction product. (7) Given the reactants [CH3:1][C:2](=[CH2:4])[CH3:3].[OH:5][CH2:6][C:7]([CH3:13])([CH3:12])[C:8]([O:10]C)=[O:9], predict the reaction product. The product is: [C:2]([O:5][CH2:6][C:7]([CH3:13])([CH3:12])[C:8]([OH:10])=[O:9])([CH3:3])([CH3:1])[CH3:4]. (8) Given the reactants Br[CH:2]([CH3:8])[CH:3]([O:6][CH3:7])[O:4][CH3:5].O.[NH2:10][NH2:11], predict the reaction product. The product is: [CH3:5][O:4][CH:3]([O:6][CH3:7])[CH:2]([NH:10][NH2:11])[CH3:8].